Predict the product of the given reaction. From a dataset of Forward reaction prediction with 1.9M reactions from USPTO patents (1976-2016). (1) Given the reactants [CH2:1]([CH:8]1[CH2:13][CH2:12][NH:11][CH2:10][CH2:9]1)[C:2]1[CH:7]=[CH:6][CH:5]=[CH:4][CH:3]=1.[Cl:14][C:15]1[CH:20]=[CH:19][CH:18]=[CH:17][C:16]=1[N:21]=[C:22]=[O:23], predict the reaction product. The product is: [Cl:14][C:15]1[CH:20]=[CH:19][CH:18]=[CH:17][C:16]=1[NH:21][C:22]([N:11]1[CH2:12][CH2:13][CH:8]([CH2:1][C:2]2[CH:7]=[CH:6][CH:5]=[CH:4][CH:3]=2)[CH2:9][CH2:10]1)=[O:23]. (2) Given the reactants Cl[C:2]1[N:7]=[C:6]([NH:8][C@H:9]([C:11]2[CH:16]=[CH:15][CH:14]=[C:13]([O:17][CH3:18])[CH:12]=2)[CH3:10])[C:5]([Cl:19])=[CH:4][N:3]=1.[NH2:20][C:21]1[CH:22]=[C:23]([CH:26]=[CH:27][CH:28]=1)[CH2:24][OH:25].O.C1(C)C=CC(S(O)(=O)=O)=CC=1.C([O-])(O)=O.[Na+], predict the reaction product. The product is: [Cl:19][C:5]1[C:6]([NH:8][C@H:9]([C:11]2[CH:16]=[CH:15][CH:14]=[C:13]([O:17][CH3:18])[CH:12]=2)[CH3:10])=[N:7][C:2]([NH:20][C:21]2[CH:22]=[C:23]([CH2:24][OH:25])[CH:26]=[CH:27][CH:28]=2)=[N:3][CH:4]=1. (3) Given the reactants [NH2:1][CH2:2][C:3]1[C:4]([CH2:20][CH:21]([CH3:23])[CH3:22])=[N:5][C:6]([CH3:19])=[C:7]([C:11]=1[C:12]1[CH:17]=[CH:16][C:15]([CH3:18])=[CH:14][CH:13]=1)[C:8]([OH:10])=[O:9].[C:24]([OH:31])(=[O:30])/[CH:25]=[CH:26]/[C:27]([OH:29])=[O:28], predict the reaction product. The product is: [C:24]([OH:31])(=[O:30])/[CH:25]=[CH:26]/[C:27]([OH:29])=[O:28].[NH2:1][CH2:2][C:3]1[C:4]([CH2:20][CH:21]([CH3:23])[CH3:22])=[N:5][C:6]([CH3:19])=[C:7]([C:11]=1[C:12]1[CH:17]=[CH:16][C:15]([CH3:18])=[CH:14][CH:13]=1)[C:8]([OH:10])=[O:9].[NH2:1][CH2:2][C:3]1[C:4]([CH2:20][CH:21]([CH3:23])[CH3:22])=[N:5][C:6]([CH3:19])=[C:7]([C:11]=1[C:12]1[CH:17]=[CH:16][C:15]([CH3:18])=[CH:14][CH:13]=1)[C:8]([OH:10])=[O:9]. (4) The product is: [NH2:1][C:2]1[N:3]=[C:4]([C:21]2[CH:26]=[CH:25][CH:24]=[CH:23][CH:22]=2)[C:5]([C:11]2[CH:12]=[CH:13][C:14](=[O:20])[N:15]([CH:17]([CH3:19])[CH3:18])[N:16]=2)=[C:6]([NH:34][CH2:33][C:29]2[CH:28]=[N:27][CH:32]=[CH:31][CH:30]=2)[N:7]=1. Given the reactants [NH2:1][C:2]1[N:7]=[C:6](S(C)=O)[C:5]([C:11]2[CH:12]=[CH:13][C:14](=[O:20])[N:15]([CH:17]([CH3:19])[CH3:18])[N:16]=2)=[C:4]([C:21]2[CH:26]=[CH:25][CH:24]=[CH:23][CH:22]=2)[N:3]=1.[N:27]1[CH:32]=[CH:31][CH:30]=[C:29]([CH2:33][NH2:34])[CH:28]=1, predict the reaction product. (5) Given the reactants F[C:2]1[CH:7]=[CH:6][C:5]([N+:8]([O-])=O)=[CH:4][C:3]=1[F:11].[S:12]1[C:16]2=[CH:17][CH:18]=[CH:19][C:20]([OH:21])=[C:15]2[CH:14]=[N:13]1.C(=O)([O-])[O-].[K+].[K+].O, predict the reaction product. The product is: [S:12]1[C:16]2[CH:17]=[CH:18][CH:19]=[C:20]([O:21][C:2]3[CH:7]=[CH:6][C:5]([NH2:8])=[CH:4][C:3]=3[F:11])[C:15]=2[CH:14]=[N:13]1.